This data is from Forward reaction prediction with 1.9M reactions from USPTO patents (1976-2016). The task is: Predict the product of the given reaction. (1) Given the reactants [CH2:1]([N:3]1[C:8]2[CH:9]=[C:10]([N:13](OC)[CH3:14])[N:11]=[CH:12][C:7]=2[CH2:6][N:5]([C:17]2[CH:22]=[C:21]([N+:23]([O-])=O)[C:20]([F:26])=[CH:19][C:18]=2[CH3:27])[C:4]1=[O:28])[CH3:2].[H][H], predict the reaction product. The product is: [NH2:23][C:21]1[C:20]([F:26])=[CH:19][C:18]([CH3:27])=[C:17]([N:5]2[CH2:6][C:7]3[CH:12]=[N:11][C:10]([NH:13][CH3:14])=[CH:9][C:8]=3[N:3]([CH2:1][CH3:2])[C:4]2=[O:28])[CH:22]=1. (2) Given the reactants [Cl:1][C:2]1[CH:7]=[CH:6][C:5]([C:8]([F:11])([F:10])[F:9])=[CH:4][C:3]=1[N:12]1[CH2:17][CH2:16][N:15]([C:18]2[CH:22]=[C:21]([C:23]([NH2:25])=O)[O:20][N:19]=2)[CH2:14][CH2:13]1.C(N(CC)CC)C.C(OC(C(F)(F)F)=O)(C(F)(F)F)=O, predict the reaction product. The product is: [Cl:1][C:2]1[CH:7]=[CH:6][C:5]([C:8]([F:10])([F:9])[F:11])=[CH:4][C:3]=1[N:12]1[CH2:17][CH2:16][N:15]([C:18]2[CH:22]=[C:21]([C:23]#[N:25])[O:20][N:19]=2)[CH2:14][CH2:13]1.